Dataset: Peptide-MHC class I binding affinity with 185,985 pairs from IEDB/IMGT. Task: Regression. Given a peptide amino acid sequence and an MHC pseudo amino acid sequence, predict their binding affinity value. This is MHC class I binding data. (1) The peptide sequence is YNFATCGIF. The MHC is HLA-A24:02 with pseudo-sequence HLA-A24:02. The binding affinity (normalized) is 0.383. (2) The binding affinity (normalized) is 0.556. The MHC is HLA-B58:01 with pseudo-sequence HLA-B58:01. The peptide sequence is HIPEVCLKW. (3) The peptide sequence is RTLLGLILFV. The MHC is HLA-B51:01 with pseudo-sequence HLA-B51:01. The binding affinity (normalized) is 0.0791. (4) The peptide sequence is LLLGLWGFAA. The MHC is HLA-A02:01 with pseudo-sequence HLA-A02:01. The binding affinity (normalized) is 0.420. (5) The peptide sequence is FLWSSIIFK. The MHC is HLA-A69:01 with pseudo-sequence HLA-A69:01. The binding affinity (normalized) is 0.182. (6) The peptide sequence is RRSLLAHVR. The MHC is HLA-A30:01 with pseudo-sequence HLA-A30:01. The binding affinity (normalized) is 0.225. (7) The peptide sequence is GTGILFMEM. The MHC is HLA-A02:03 with pseudo-sequence HLA-A02:03. The binding affinity (normalized) is 0.172. (8) The peptide sequence is GIVSSMHYK. The MHC is HLA-A31:01 with pseudo-sequence HLA-A31:01. The binding affinity (normalized) is 0.0847. (9) The peptide sequence is LLFNEKLKV. The MHC is HLA-A02:02 with pseudo-sequence HLA-A02:02. The binding affinity (normalized) is 0.675. (10) The peptide sequence is IVRQGIRQL. The MHC is HLA-A69:01 with pseudo-sequence HLA-A69:01. The binding affinity (normalized) is 0.0847.